This data is from Retrosynthesis with 50K atom-mapped reactions and 10 reaction types from USPTO. The task is: Predict the reactants needed to synthesize the given product. (1) Given the product O=[N+]([O-])c1cccc2c1cnn2CC1CCCNC1, predict the reactants needed to synthesize it. The reactants are: CC(C)(C)OC(=O)N1CCCC(Cn2ncc3c([N+](=O)[O-])cccc32)C1. (2) Given the product COC(=O)c1cccc(Cc2ccccc2)c1O, predict the reactants needed to synthesize it. The reactants are: CO.O=C(O)c1cccc(Cc2ccccc2)c1O. (3) The reactants are: CCCCC1(OC)CCN(c2ccc(-c3nnc(-c4ccc(C(=O)OC)cc4)s3)cc2)CC1. Given the product CCCCC1(OC)CCN(c2ccc(-c3nnc(-c4ccc(CO)cc4)s3)cc2)CC1, predict the reactants needed to synthesize it. (4) Given the product Cc1nc(-c2ccccc2)c(-c2ccccc2)n1CCCCCBr, predict the reactants needed to synthesize it. The reactants are: BrCCCCCBr.Cc1nc(-c2ccccc2)c(-c2ccccc2)[nH]1. (5) Given the product O=C(Nc1ccccc1)c1ccc(Oc2ccc3ccccc3c2)cc1, predict the reactants needed to synthesize it. The reactants are: Nc1ccccc1.O=C(O)c1ccc(Oc2ccc3ccccc3c2)cc1. (6) Given the product COC(=O)[C@@H]1CCCN1C(=O)CN(C)C(=O)[C@@H](N)CCCC(N)C(=O)OCc1ccccc1, predict the reactants needed to synthesize it. The reactants are: COC(=O)[C@@H]1CCCN1C(=O)CN(C)C(=O)[C@@](N)(CCCC(N)C(=O)OCc1ccccc1)C(=O)OC(C)(C)C. (7) Given the product COC(=O)/C=C/c1c(N2CCCC(C(=O)N(C)C)C2)nc2cc(C(=O)Nc3nc(C(C)(C)C)cs3)ccn2c1=O, predict the reactants needed to synthesize it. The reactants are: CN(C)C(=O)C1CCCN(c2nc3cc(C(=O)Nc4nc(C(C)(C)C)cs4)ccn3c(=O)c2C=O)C1.COC(=O)CP(=O)(OCC(F)(F)F)OCC(F)(F)F.